Predict the reactants needed to synthesize the given product. From a dataset of Full USPTO retrosynthesis dataset with 1.9M reactions from patents (1976-2016). (1) Given the product [C:1]([NH:4][C:5]1[CH:6]=[C:7]2[C:12](=[CH:13][CH:14]=1)[O:11][CH:10]([CH2:15][OH:16])[CH2:9][CH2:8]2)(=[O:3])[CH3:2], predict the reactants needed to synthesize it. The reactants are: [C:1]([NH:4][C:5]1[CH:6]=[C:7]2[C:12](=[CH:13][CH:14]=1)[O:11][CH:10]([C:15](OCC)=[O:16])[CH2:9][CH2:8]2)(=[O:3])[CH3:2].[H-].[Al+3].[Li+].[H-].[H-].[H-]. (2) Given the product [CH:1]1([O:5][C:7]2[CH:8]=[C:9]([CH:14]=[C:15]([N:17]3[CH2:21][CH2:20][CH2:19][C:18]3=[O:22])[CH:16]=2)[C:10]([O:12][CH3:13])=[O:11])[CH2:4][CH2:3][CH2:2]1, predict the reactants needed to synthesize it. The reactants are: [CH:1]1([OH:5])[CH2:4][CH2:3][CH2:2]1.O[C:7]1[CH:8]=[C:9]([CH:14]=[C:15]([N:17]2[CH2:21][CH2:20][CH2:19][C:18]2=[O:22])[CH:16]=1)[C:10]([O:12][CH3:13])=[O:11]. (3) Given the product [F:1][C:2]1[CH:7]=[CH:6][C:5]([C:8]2[C:20]([CH:21]([OH:22])[C:32]3[CH:33]=[CH:34][C:29]([C:28]([F:38])([F:37])[F:27])=[CH:30][CH:31]=3)=[C:19]([CH:23]([CH3:24])[CH3:25])[CH:18]=[C:17]3[C:9]=2[C:10](=[O:26])[CH2:11][C:12]2([O:16]3)[CH2:15][CH2:14][CH2:13]2)=[CH:4][CH:3]=1, predict the reactants needed to synthesize it. The reactants are: [F:1][C:2]1[CH:7]=[CH:6][C:5]([C:8]2[C:20]([CH:21]=[O:22])=[C:19]([CH:23]([CH3:25])[CH3:24])[CH:18]=[C:17]3[C:9]=2[C:10](=[O:26])[CH2:11][C:12]2([O:16]3)[CH2:15][CH2:14][CH2:13]2)=[CH:4][CH:3]=1.[F:27][C:28]([F:38])([F:37])[C:29]1[CH:34]=[CH:33][C:32]([Mg]Br)=[CH:31][CH:30]=1.C(=O)(O)[O-].[Na+].